From a dataset of Reaction yield outcomes from USPTO patents with 853,638 reactions. Predict the reaction yield, written as a fraction of the theoretical maximum amount of product (1.0 means a 100% yield; for example, 0.34 means a 34% yield). (1) The reactants are [OH:1][CH2:2][C@H:3]1[NH:7][C:6](=[O:8])[CH2:5][CH2:4]1.N1C=CN=C1.[Si:14](Cl)([C:17]([CH3:20])([CH3:19])[CH3:18])([CH3:16])[CH3:15]. The catalyst is C(Cl)Cl. The product is [Si:14]([O:1][CH2:2][C@H:3]1[NH:7][C:6](=[O:8])[CH2:5][CH2:4]1)([C:17]([CH3:20])([CH3:19])[CH3:18])([CH3:16])[CH3:15]. The yield is 0.837. (2) The reactants are O.N1(O)C2C=CC=CC=2N=N1.Cl.[CH3:13][NH:14][CH2:15][CH2:16][NH:17][C:18](=[O:45])[C:19]1[CH:24]=[CH:23][C:22](/[CH:25]=[CH:26]/[CH:27]([C:32]2[CH:37]=[C:36]([Cl:38])[C:35]([Cl:39])=[C:34]([Cl:40])[CH:33]=2)[C:28]([F:31])([F:30])[F:29])=[CH:21][C:20]=1[C:41]([F:44])([F:43])[F:42].[F:46][C:47]([F:53])([F:52])[CH2:48][C:49](O)=[O:50].C(N(C(C)C)C(C)C)C. The catalyst is C(#N)C. The product is [F:31][C:28]([F:29])([F:30])[CH:27]([C:32]1[CH:33]=[C:34]([Cl:40])[C:35]([Cl:39])=[C:36]([Cl:38])[CH:37]=1)/[CH:26]=[CH:25]/[C:22]1[CH:23]=[CH:24][C:19]([C:18]([NH:17][CH2:16][CH2:15][N:14]([CH3:13])[C:49](=[O:50])[CH2:48][C:47]([F:53])([F:52])[F:46])=[O:45])=[C:20]([C:41]([F:44])([F:43])[F:42])[CH:21]=1. The yield is 0.500. (3) The reactants are Cl[CH2:2][CH2:3][CH2:4][N:5]1[C:14]2[C:9](=[CH:10][CH:11]=[CH:12][CH:13]=2)[N:8]2[CH:15]=[CH:16][CH:17]=[C:7]2[C:6]1=[O:18].[Cl:19][C:20]1[CH:25]=[CH:24][C:23]([CH:26]2[CH2:31][CH2:30][NH:29][CH2:28][CH2:27]2)=[CH:22][CH:21]=1.C(=O)([O-])[O-].[K+].[K+]. The catalyst is C(#N)C. The product is [Cl:19][C:20]1[CH:25]=[CH:24][C:23]([CH:26]2[CH2:27][CH2:28][N:29]([CH2:2][CH2:3][CH2:4][N:5]3[C:14]4[C:9](=[CH:10][CH:11]=[CH:12][CH:13]=4)[N:8]4[CH:15]=[CH:16][CH:17]=[C:7]4[C:6]3=[O:18])[CH2:30][CH2:31]2)=[CH:22][CH:21]=1. The yield is 0.700. (4) The reactants are [Br:1][C:2]1[CH:3]=[C:4]([CH:6]=[CH:7][CH:8]=1)[NH2:5].[C:9]([O-])([O-])=O.[K+].[K+].CN(C=O)C.IC. The catalyst is O. The product is [CH3:9][NH:5][C:4]1[CH:6]=[CH:7][CH:8]=[C:2]([Br:1])[CH:3]=1. The yield is 0.450. (5) The reactants are [CH2:1]([O:8][C:9]([C:11]1[CH:20]=[CH:19][C:18]2[C:13](=[C:14]([O:22][CH3:23])[CH:15]=[CH:16][C:17]=2Br)[N:12]=1)=[O:10])C1C=CC=CC=1.CO[C:26]1[CH:31]=[CH:30][C:29](B(O)O)=[CH:28][CH:27]=1.C1(B(O)O)C=CC=CC=1. No catalyst specified. The product is [CH3:1][O:8][C:9]([C:11]1[CH:20]=[CH:19][C:18]2[C:13](=[C:14]([O:22][CH3:23])[CH:15]=[CH:16][C:17]=2[C:26]2[CH:31]=[CH:30][CH:29]=[CH:28][CH:27]=2)[N:12]=1)=[O:10]. The yield is 0.590.